Dataset: TCR-epitope binding with 47,182 pairs between 192 epitopes and 23,139 TCRs. Task: Binary Classification. Given a T-cell receptor sequence (or CDR3 region) and an epitope sequence, predict whether binding occurs between them. (1) The epitope is KLMNIQQKL. The TCR CDR3 sequence is CAWSAGTGGNEKLFF. Result: 1 (the TCR binds to the epitope). (2) The epitope is KLFIRQEEV. The TCR CDR3 sequence is CASSQGLAGAGELFF. Result: 0 (the TCR does not bind to the epitope). (3) The epitope is CLGGLLTMV. The TCR CDR3 sequence is CASSLARWDRANTGELFF. Result: 0 (the TCR does not bind to the epitope).